From a dataset of Reaction yield outcomes from USPTO patents with 853,638 reactions. Predict the reaction yield, written as a fraction of the theoretical maximum amount of product (1.0 means a 100% yield; for example, 0.34 means a 34% yield). The reactants are C(P1(=O)OP(CCC)(=O)OP(CCC)(=O)O1)CC.[C:19]([O:23][C:24]([N:26]1[CH2:35][CH2:34][C:33]2[C:28](=[CH:29][CH:30]=[C:31]([O:36][CH2:37][CH3:38])[CH:32]=2)[CH:27]1[C:39]([OH:41])=O)=[O:25])([CH3:22])([CH3:21])[CH3:20].[CH2:42]([O:44][CH2:45][C:46]([C:49]1[C:55]([F:56])=[CH:54][C:52]([NH2:53])=[CH:51][C:50]=1[F:57])([CH3:48])[CH3:47])[CH3:43].CCN(C(C)C)C(C)C. The catalyst is CN(C1C=CN=CC=1)C.C(OCC)(=O)C.O. The product is [CH2:37]([O:36][C:31]1[CH:32]=[C:33]2[C:28](=[CH:29][CH:30]=1)[CH:27]([C:39](=[O:41])[NH:53][C:52]1[CH:51]=[C:50]([F:57])[C:49]([C:46]([CH3:48])([CH3:47])[CH2:45][O:44][CH2:42][CH3:43])=[C:55]([F:56])[CH:54]=1)[N:26]([C:24]([O:23][C:19]([CH3:22])([CH3:21])[CH3:20])=[O:25])[CH2:35][CH2:34]2)[CH3:38]. The yield is 0.502.